This data is from HIV replication inhibition screening data with 41,000+ compounds from the AIDS Antiviral Screen. The task is: Binary Classification. Given a drug SMILES string, predict its activity (active/inactive) in a high-throughput screening assay against a specified biological target. (1) The compound is CC(=O)Nc1ccc(C(=O)NN2C(=O)C(Cl)C2c2ccc(O)cc2)cc1. The result is 0 (inactive). (2) The compound is O=C(Nc1ccc(Cl)cc1)C1C(=O)C(=O)N(c2ccc(Cl)cc2)C1=O. The result is 0 (inactive). (3) The compound is CC12CCC(=NNC(N)=O)C3C1CCCC32. The result is 0 (inactive). (4) The drug is CC(Oc1ccc2cc(C(=O)c3ccccc3)c(=O)oc2c1)C(=O)O. The result is 0 (inactive). (5) The compound is O=C1c2ccccc2C(=O)c2nc(-c3ccccc3)c(-c3ccccc3)nc21. The result is 0 (inactive). (6) The compound is COc1cccc(C2c3cc4c(cc3OC(Nc3ccccc3)C2C)OCO4)c1O. The result is 0 (inactive). (7) The compound is CC(O)C1N[Ir-3]([PH](C)(C)C)([PH](C)(C)C)([PH](C)(C)C)[OH+]C1=O.[Cl-]. The result is 0 (inactive).